From a dataset of Full USPTO retrosynthesis dataset with 1.9M reactions from patents (1976-2016). Predict the reactants needed to synthesize the given product. (1) The reactants are: [C:1]([O:5][C:6](=[O:33])[NH:7][CH2:8][CH2:9][CH2:10][N:11]1[C:20]2[CH:19]=[CH:18][C:17]([F:21])=[CH:16][C:15]=2[C:14]2=[N:22][N:23]([CH:26]3[CH2:31][CH2:30][CH2:29][CH2:28][O:27]3)[C:24]([CH3:25])=[C:13]2[C:12]1=[O:32])([CH3:4])([CH3:3])[CH3:2].[H-].[Na+].[CH3:36]I. Given the product [C:1]([O:5][C:6](=[O:33])[N:7]([CH2:8][CH2:9][CH2:10][N:11]1[C:20]2[CH:19]=[CH:18][C:17]([F:21])=[CH:16][C:15]=2[C:14]2=[N:22][N:23]([CH:26]3[CH2:31][CH2:30][CH2:29][CH2:28][O:27]3)[C:24]([CH3:25])=[C:13]2[C:12]1=[O:32])[CH3:36])([CH3:4])([CH3:2])[CH3:3], predict the reactants needed to synthesize it. (2) Given the product [CH3:14][N:11]1[CH:10]([C:15]2[CH:20]=[CH:19][C:18]([O:21][C:22]([F:23])([F:25])[F:24])=[CH:17][CH:16]=2)[CH:9]2[C:13]([C:5]3[CH:4]=[CH:3][C:2]([CH:27]=[CH2:28])=[CH:26][C:6]=3[CH2:7][CH2:8]2)=[N:12]1, predict the reactants needed to synthesize it. The reactants are: Br[C:2]1[CH:3]=[CH:4][C:5]2[C:13]3[CH:9]([CH:10]([C:15]4[CH:20]=[CH:19][C:18]([O:21][C:22]([F:25])([F:24])[F:23])=[CH:17][CH:16]=4)[N:11]([CH3:14])[N:12]=3)[CH2:8][CH2:7][C:6]=2[CH:26]=1.[CH2:27]([Sn](CCCC)(CCCC)C=C)[CH2:28]CC. (3) Given the product [NH2:26][C:25](=[S:24])[NH:29][C:16]([C:8]1[N:7]([CH2:6][CH2:5][C:4]([O:3][CH2:1][CH3:2])=[O:19])[C:15]2[C:10]([CH:9]=1)=[CH:11][CH:12]=[CH:13][CH:14]=2)=[O:17], predict the reactants needed to synthesize it. The reactants are: [CH2:1]([O:3][C:4](=[O:19])[CH2:5][CH2:6][N:7]1[C:15]2[C:10](=[CH:11][CH:12]=[CH:13][CH:14]=2)[CH:9]=[C:8]1[C:16](O)=[O:17])[CH3:2].S(Cl)(Cl)=O.[S-:24][C:25]#[N:26].[K+].[OH-].[NH4+:29]. (4) Given the product [Cl:42][C:39]1[CH:40]=[CH:41][C:36]([CH2:35][NH:7][C:8]2[CH:13]=[CH:12][C:11]([CH2:14][C:15]3[C:23]4[CH:22]=[N:21][CH:20]=[N:19][C:18]=4[NH:17][CH:16]=3)=[CH:10][N:9]=2)=[CH:37][CH:38]=1, predict the reactants needed to synthesize it. The reactants are: C(OC(=O)[N:7]([CH2:35][C:36]1[CH:41]=[CH:40][C:39]([Cl:42])=[CH:38][CH:37]=1)[C:8]1[CH:13]=[CH:12][C:11]([CH:14](O)[C:15]2[C:23]3[CH:22]=[N:21][CH:20]=[N:19][C:18]=3[N:17]([Si](C(C)C)(C(C)C)C(C)C)[CH:16]=2)=[CH:10][N:9]=1)(C)(C)C.C([SiH](CC)CC)C.FC(F)(F)C(O)=O.